Dataset: Full USPTO retrosynthesis dataset with 1.9M reactions from patents (1976-2016). Task: Predict the reactants needed to synthesize the given product. (1) Given the product [CH2:14]([N:21]1[CH:26]2[CH:27]([O:29][Si:30]([C:33]([CH3:36])([CH3:35])[CH3:34])([CH3:32])[CH3:31])[CH2:28][CH:22]1[CH2:23]/[C:24](=[CH:5]\[C:3]#[N:4])/[CH2:25]2)[C:15]1[CH:20]=[CH:19][CH:18]=[CH:17][CH:16]=1, predict the reactants needed to synthesize it. The reactants are: [H-].[Na+].[C:3]([CH2:5]P(=O)(OCC)OCC)#[N:4].[CH2:14]([N:21]1[CH:26]2[CH:27]([O:29][Si:30]([C:33]([CH3:36])([CH3:35])[CH3:34])([CH3:32])[CH3:31])[CH2:28][CH:22]1[CH2:23][C:24](=O)[CH2:25]2)[C:15]1[CH:20]=[CH:19][CH:18]=[CH:17][CH:16]=1. (2) Given the product [F:19][C:13]1[CH:12]=[C:11]([NH:20][C:21]([C@@H:23]2[NH:32][CH2:31][CH2:30][C:29]3[N:28]=[C:27]([O:40][CH3:41])[CH:26]=[CH:25][C:24]2=3)=[O:22])[CH:10]=[C:9]([F:8])[C:14]=1[Si:15]([CH3:18])([CH3:17])[CH3:16], predict the reactants needed to synthesize it. The reactants are: C(O)(C(F)(F)F)=O.[F:8][C:9]1[CH:10]=[C:11]([NH:20][C:21]([C@@H:23]2[N:32](C(OC(C)(C)C)=O)[CH2:31][CH2:30][C:29]3[N:28]=[C:27]([O:40][CH3:41])[CH:26]=[CH:25][C:24]2=3)=[O:22])[CH:12]=[C:13]([F:19])[C:14]=1[Si:15]([CH3:18])([CH3:17])[CH3:16].C(=O)([O-])O.[Na+]. (3) Given the product [F:21][C:14]1[C:15]([F:20])=[C:16]([OH:19])[CH:17]=[CH:18][C:13]=1[N:3]1[C:4]2[C:9](=[CH:8][CH:7]=[CH:6][CH:5]=2)[C:10]([C:11]#[N:12])=[C:2]1[CH2:24][C:23]([CH3:25])=[CH2:22], predict the reactants needed to synthesize it. The reactants are: Br[C:2]1[N:3]([C:13]2[CH:18]=[CH:17][C:16]([OH:19])=[C:15]([F:20])[C:14]=2[F:21])[C:4]2[C:9]([C:10]=1[C:11]#[N:12])=[CH:8][CH:7]=[CH:6][CH:5]=2.[CH2:22]([Sn](CCCC)(CCCC)CCCC)[C:23](=[CH2:25])[CH3:24].C1(C)C=CC=CC=1P(C1C=CC=CC=1C)C1C=CC=CC=1C. (4) Given the product [CH3:47][O:48][C:49]1[CH:58]=[CH:57][C:56]2[C:51](=[CH:52][CH:53]=[CH:54][CH:55]=2)[C:50]=1[NH:59][C:63]1[C:64]2[C:69](=[CH:68][CH:67]=[CH:66][CH:65]=2)[CH:70]=[CH:71][C:62]=1[O:61][CH3:60], predict the reactants needed to synthesize it. The reactants are: C1C=CC(P(C2C(C3C(P(C4C=CC=CC=4)C4C=CC=CC=4)=CC=C4C=3C=CC=C4)=C3C(C=CC=C3)=CC=2)C2C=CC=CC=2)=CC=1.[CH3:47][O:48][C:49]1[CH:58]=[CH:57][C:56]2[C:51](=[CH:52][CH:53]=[CH:54][CH:55]=2)[C:50]=1[NH2:59].[CH3:60][O:61][C:62]1[CH:71]=[CH:70][C:69]2[C:64](=[CH:65][CH:66]=[CH:67][CH:68]=2)[C:63]=1Br.C(=O)([O-])[O-].[Cs+].[Cs+]. (5) Given the product [OH:8][N:9]([CH2:12][C@H:13]([C:14]([N:31]1[CH2:32][CH2:33][CH2:34][C@H:30]1[C:28]1[NH:27][C:26]2[CH:35]=[CH:36][C:23]([O:22][CH3:21])=[CH:24][C:25]=2[N:29]=1)=[O:15])[CH2:17][CH2:18][CH2:19][CH3:20])[CH:10]=[O:11], predict the reactants needed to synthesize it. The reactants are: C([O:8][N:9]([CH2:12][C@@H:13]([CH2:17][CH2:18][CH2:19][CH3:20])[C:14](O)=[O:15])[CH:10]=[O:11])C1C=CC=CC=1.[CH3:21][O:22][C:23]1[CH:36]=[CH:35][C:26]2[NH:27][C:28]([C@@H:30]3[CH2:34][CH2:33][CH2:32][NH:31]3)=[N:29][C:25]=2[CH:24]=1. (6) Given the product [F:32][C:33]1[CH:38]=[CH:37][C:36]([S:39]([N:15]2[C:16]3[C:11](=[CH:10][C:9]([C:3]([OH:8])([C:4]([F:7])([F:6])[F:5])[C:2]([F:1])([F:30])[F:31])=[CH:18][CH:17]=3)[CH2:12][CH2:13][CH:14]2[CH2:19][C:20]([O:22][CH2:23][C:24]2[CH:29]=[CH:28][CH:27]=[CH:26][CH:25]=2)=[O:21])(=[O:41])=[O:40])=[CH:35][CH:34]=1, predict the reactants needed to synthesize it. The reactants are: [F:1][C:2]([F:31])([F:30])[C:3]([C:9]1[CH:10]=[C:11]2[C:16](=[CH:17][CH:18]=1)[NH:15][CH:14]([CH2:19][C:20]([O:22][CH2:23][C:24]1[CH:29]=[CH:28][CH:27]=[CH:26][CH:25]=1)=[O:21])[CH2:13][CH2:12]2)([OH:8])[C:4]([F:7])([F:6])[F:5].[F:32][C:33]1[CH:38]=[CH:37][C:36]([S:39](Cl)(=[O:41])=[O:40])=[CH:35][CH:34]=1.N1C=CC=CC=1.